The task is: Predict the reaction yield, written as a fraction of the theoretical maximum amount of product (1.0 means a 100% yield; for example, 0.34 means a 34% yield).. This data is from Reaction yield outcomes from USPTO patents with 853,638 reactions. (1) The product is [CH3:19][S:20]([O:15][CH2:14][C@H:11]1[CH2:12][CH2:13][C@H:8]([NH:7][C:6]([O:5][C:1]([CH3:4])([CH3:3])[CH3:2])=[O:18])[CH2:9][C@H:10]1[O:16][CH3:17])(=[O:22])=[O:21]. The yield is 1.00. The reactants are [C:1]([O:5][C:6](=[O:18])[NH:7][C@H:8]1[CH2:13][CH2:12][C@H:11]([CH2:14][OH:15])[C@H:10]([O:16][CH3:17])[CH2:9]1)([CH3:4])([CH3:3])[CH3:2].[CH3:19][S:20](Cl)(=[O:22])=[O:21]. The catalyst is ClCCl. (2) The reactants are Cl.Cl[CH2:3][C:4]1[CH:9]=[N:8][CH:7]=[C:6]2[O:10]C(C)(C)[O:12][CH2:13][C:5]=12.[CH3:16]C([O-])=O.[Na+]. The catalyst is CO.Cl.[Pd]. The product is [OH:12][CH2:13][C:5]1[C:4]([CH3:3])=[CH:9][N:8]=[C:7]([CH3:16])[C:6]=1[OH:10]. The yield is 0.698. (3) The reactants are [F:1][C:2]1[CH:3]=[N:4][CH:5]=[CH:6][C:7]=1[C:8]1[C:9]([C:18]2[CH:23]=[CH:22][CH:21]=[CH:20][C:19]=2[F:24])=[N:10][C:11]([NH2:17])=[C:12]([N+:14]([O-])=O)[CH:13]=1. The catalyst is [Pd].C(O)C. The product is [F:1][C:2]1[CH:3]=[N:4][CH:5]=[CH:6][C:7]=1[C:8]1[C:9]([C:18]2[CH:23]=[CH:22][CH:21]=[CH:20][C:19]=2[F:24])=[N:10][C:11]([NH2:17])=[C:12]([NH2:14])[CH:13]=1. The yield is 0.960. (4) The reactants are [CH2:1]([O:8][C:9]([NH:11][C@@:12]([C:24](=[O:26])[NH2:25])([CH2:18][C:19](OCC)=[O:20])[C:13]([O:15][CH2:16][CH3:17])=[O:14])=[O:10])[C:2]1[CH:7]=[CH:6][CH:5]=[CH:4][CH:3]=1.[O-]CC.[Na+].Cl. The catalyst is C(O)C. The product is [CH2:1]([O:8][C:9]([NH:11][C@:12]1([C:13]([O:15][CH2:16][CH3:17])=[O:14])[CH2:18][C:19](=[O:20])[NH:25][C:24]1=[O:26])=[O:10])[C:2]1[CH:7]=[CH:6][CH:5]=[CH:4][CH:3]=1. The yield is 0.850. (5) The reactants are [CH3:1][N:2]1[CH2:6][C:5]([CH3:8])([CH3:7])[CH2:4][C@H:3]1[C:9]([OH:11])=O.[F:12][C:13]1[CH:14]=[CH:15][C:16]([NH:19][NH2:20])=[N:17][CH:18]=1.CCN(C(C)C)C(C)C.CN(C(ON1N=NC2C=CC=NC1=2)=[N+](C)C)C.F[P-](F)(F)(F)(F)F.N. The catalyst is C(Cl)Cl.CO. The product is [F:12][C:13]1[CH:14]=[CH:15][C:16]([NH:19][NH:20][C:9]([C@@H:3]2[CH2:4][C:5]([CH3:7])([CH3:8])[CH2:6][N:2]2[CH3:1])=[O:11])=[N:17][CH:18]=1. The yield is 0.710. (6) The reactants are [C:1]([C:3]([C:6]1[S:7][CH:8]=[C:9]([C:11]([OH:13])=O)[N:10]=1)([CH3:5])[CH3:4])#[N:2].C(Cl)(=O)C(Cl)=O.O1CCCC1.[NH2:25][C:26]1[CH:27]=[CH:28][C:29]([O:48][CH3:49])=[C:30]([CH:47]=1)[O:31][C:32]1[CH:33]=[CH:34][C:35]2[N:36]([CH:38]=[C:39]([NH:41][C:42]([CH:44]3[CH2:46][CH2:45]3)=[O:43])[N:40]=2)[N:37]=1. The catalyst is CN(C)C=O.CN(C)C(=O)C. The product is [C:1]([C:3]([C:6]1[S:7][CH:8]=[C:9]([C:11]([NH:25][C:26]2[CH:27]=[CH:28][C:29]([O:48][CH3:49])=[C:30]([O:31][C:32]3[CH:33]=[CH:34][C:35]4[N:36]([CH:38]=[C:39]([NH:41][C:42]([CH:44]5[CH2:46][CH2:45]5)=[O:43])[N:40]=4)[N:37]=3)[CH:47]=2)=[O:13])[N:10]=1)([CH3:4])[CH3:5])#[N:2]. The yield is 0.780. (7) The reactants are Cl[CH2:2][CH2:3][CH2:4][N:5]1[C:10]2[CH:11]=[C:12]([F:15])[CH:13]=[CH:14][C:9]=2[O:8][CH2:7][C:6]1=[O:16].[CH:17]1([CH2:20][O:21][CH:22]2[CH2:27][CH2:26][NH:25][CH2:24][CH2:23]2)[CH2:19][CH2:18]1.[Na+].[I-].C([O-])([O-])=O.[K+].[K+]. The catalyst is CC#N. The product is [CH:17]1([CH2:20][O:21][CH:22]2[CH2:27][CH2:26][N:25]([CH2:2][CH2:3][CH2:4][N:5]3[C:10]4[CH:11]=[C:12]([F:15])[CH:13]=[CH:14][C:9]=4[O:8][CH2:7][C:6]3=[O:16])[CH2:24][CH2:23]2)[CH2:18][CH2:19]1. The yield is 0.570.